This data is from Full USPTO retrosynthesis dataset with 1.9M reactions from patents (1976-2016). The task is: Predict the reactants needed to synthesize the given product. (1) Given the product [CH2:5]([O:1][C:2]([C:6]1[N:14]=[C:13]2[C:9]([N:10]=[CH:11][N:12]2[CH2:15][C:16]2[CH:21]=[CH:20][C:19]([O:22][CH3:23])=[CH:18][CH:17]=2)=[C:8]([C:24]2[O:26][CH:27]=[CH:28][CH:25]=2)[N:7]=1)=[CH2:3])[CH3:4], predict the reactants needed to synthesize it. The reactants are: [O:1]1[CH:5]=[CH:4][CH:3]=[C:2]1[C:6]1[N:14]=[C:13]2[C:9]([N:10]=[CH:11][N:12]2[CH2:15][C:16]2[CH:21]=[CH:20][C:19]([O:22][CH3:23])=[CH:18][CH:17]=2)=[CH:8][N:7]=1.[CH2:24]([O:26][CH:27]=[CH:28][Sn](CCCC)(CCCC)CCCC)[CH3:25]. (2) Given the product [C:44]([O:48][C:49]([NH:51][C:52]([CH3:57])([CH3:56])[C:53]([NH:4]/[C:3](=[N:2]/[OH:1])/[C:6]([O:8][CH2:9][CH3:10])=[O:7])=[O:54])=[O:50])([CH3:47])([CH3:46])[CH3:45], predict the reactants needed to synthesize it. The reactants are: [OH:1][NH:2]/[C:3](/[C:6]([O:8][CH2:9][CH3:10])=[O:7])=[N:4]\[H].CN(C(ON1N=NC2C=CC=NC1=2)=[N+](C)C)C.F[P-](F)(F)(F)(F)F.CCN(C(C)C)C(C)C.[C:44]([O:48][C:49]([NH:51][C:52]([CH3:57])([CH3:56])[C:53](O)=[O:54])=[O:50])([CH3:47])([CH3:46])[CH3:45]. (3) Given the product [C:10]([S:14][C:15](=[O:20])[CH:16]([CH2:8][C:5]1[CH:6]=[CH:7][C:2]([Br:1])=[CH:3][CH:4]=1)[C:17](=[O:19])[CH3:18])([CH3:13])([CH3:11])[CH3:12], predict the reactants needed to synthesize it. The reactants are: [Br:1][C:2]1[CH:7]=[CH:6][C:5]([CH2:8]Br)=[CH:4][CH:3]=1.[C:10]([S:14][C:15](=[O:20])[CH2:16][C:17](=[O:19])[CH3:18])([CH3:13])([CH3:12])[CH3:11]. (4) Given the product [Br:6][C:22]1[CH:23]=[C:24]([C:26]([CH3:27])([CH3:29])[CH3:28])[CH:25]=[C:20]([C:14]2[CH:15]=[CH:16][CH:17]=[CH:18][CH:19]=2)[C:21]=1[OH:30], predict the reactants needed to synthesize it. The reactants are: CN(C=O)C.[Br:6]N1C(=O)CCC1=O.[C:14]1([C:20]2[CH:25]=[C:24]([C:26]([CH3:29])([CH3:28])[CH3:27])[CH:23]=[CH:22][C:21]=2[OH:30])[CH:19]=[CH:18][CH:17]=[CH:16][CH:15]=1. (5) Given the product [Cl:1][C:2]1[CH:7]=[C:6]([Cl:8])[CH:5]=[CH:4][C:3]=1[C:9]1[N:10]=[C:11](/[CH:16]=[CH:17]/[C:18]2[CH:19]=[CH:20][C:21]([O:24][CH2:25][CH2:35][CH2:36][C:37]([OH:39])=[O:38])=[CH:22][CH:23]=2)[N:12]([CH2:14][CH3:15])[CH:13]=1, predict the reactants needed to synthesize it. The reactants are: [Cl:1][C:2]1[CH:7]=[C:6]([Cl:8])[CH:5]=[CH:4][C:3]=1[C:9]1[N:10]=[C:11](/[CH:16]=[CH:17]/[C:18]2[CH:23]=[CH:22][C:21]([O:24][CH3:25])=[CH:20][CH:19]=2)[N:12]([CH2:14][CH3:15])[CH:13]=1.C1(O)C=CC=CC=1.BrC[CH2:35][CH2:36][C:37]([O:39]C)=[O:38]. (6) The reactants are: Br[CH:2]([CH3:4])[CH3:3].[Mg].[CH:6]([C:8]1[CH:9]=[C:10]([S:24]([NH:27][C:28](=[O:34])[O:29][C:30]([CH3:33])([CH3:32])[CH3:31])(=[O:26])=[O:25])[CH:11]=[CH:12][C:13]=1[O:14][C:15]1[CH:20]=[CH:19][C:18]([S:21][CH3:22])=[C:17]([CH3:23])[CH:16]=1)=[O:7]. Given the product [OH:7][CH:6]([C:8]1[CH:9]=[C:10]([S:24]([NH:27][C:28](=[O:34])[O:29][C:30]([CH3:31])([CH3:33])[CH3:32])(=[O:25])=[O:26])[CH:11]=[CH:12][C:13]=1[O:14][C:15]1[CH:20]=[CH:19][C:18]([S:21][CH3:22])=[C:17]([CH3:23])[CH:16]=1)[CH:2]([CH3:4])[CH3:3], predict the reactants needed to synthesize it.